Dataset: Forward reaction prediction with 1.9M reactions from USPTO patents (1976-2016). Task: Predict the product of the given reaction. (1) Given the reactants [CH3:1][O:2][C:3]1[CH:4]=[CH:5][C:6]2[N:12]3[C:13]([CH3:16])=[N:14][N:15]=[C:11]3[CH2:10][CH2:9][C:8](=[O:17])[C:7]=2[CH:18]=1.[F:19][C:20]([F:35])([C:31]([F:34])([F:33])[F:32])[C:21]([F:30])([F:29])[C:22]([F:28])([F:27])[S:23](F)(=[O:25])=[O:24], predict the reaction product. The product is: [F:28][C:22]([F:27])([S:23]([O:17][C:8]1[C:7]2[CH:18]=[C:3]([O:2][CH3:1])[CH:4]=[CH:5][C:6]=2[N:12]2[C:13]([CH3:16])=[N:14][N:15]=[C:11]2[CH2:10][CH:9]=1)(=[O:25])=[O:24])[C:21]([F:29])([F:30])[C:20]([F:35])([F:19])[C:31]([F:34])([F:33])[F:32]. (2) Given the reactants [NH2:1][C:2]1[N:7]=[C:6]([C:8]2[CH:13]=[CH:12][CH:11]=[CH:10][CH:9]=2)[C:5]([C:14]2[CH:15]=[CH:16][C:17](=[O:23])[N:18]([CH:20]([CH3:22])[CH3:21])[N:19]=2)=[CH:4][N:3]=1.[Cl-].O.C([O:29][CH2:30][CH3:31])(=O)C.N1C=C[CH:35]=[CH:34][CH:33]=1, predict the reaction product. The product is: [CH:20]([N:18]1[C:17](=[O:23])[CH:16]=[CH:15][C:14]([C:5]2[C:6]([C:8]3[CH:9]=[CH:10][CH:11]=[CH:12][CH:13]=3)=[N:7][C:2]([NH:1][C:30](=[O:29])[CH2:31][CH:34]([CH3:35])[CH3:33])=[N:3][CH:4]=2)=[N:19]1)([CH3:21])[CH3:22]. (3) Given the reactants FC(F)(F)C([NH:5][CH2:6][CH2:7][N:8]1[CH2:13][CH2:12][N:11]([C:14]2[C:23]3[C:18](=[CH:19][CH:20]=[C:21]([O:24][CH3:25])[CH:22]=3)[N:17]=[CH:16][CH:15]=2)[CH2:10][CH2:9]1)=O.C([O-])([O-])=O.[K+].[K+].O, predict the reaction product. The product is: [CH3:25][O:24][C:21]1[CH:22]=[C:23]2[C:18](=[CH:19][CH:20]=1)[N:17]=[CH:16][CH:15]=[C:14]2[N:11]1[CH2:10][CH2:9][N:8]([CH2:7][CH2:6][NH2:5])[CH2:13][CH2:12]1. (4) Given the reactants [N+:1]([C:4]1[CH:9]=[CH:8][C:7]([C:10]2[N:14]([C:15]3[CH:20]=[CH:19][C:18]([CH3:21])=[CH:17][CH:16]=3)[N:13]=[CH:12][CH:11]=2)=[CH:6][CH:5]=1)([O-])=[O:2].[CH3:22][O:23][C:24]1[CH:29]=[CH:28][C:27]([CH2:30]C#N)=[CH:26][CH:25]=1, predict the reaction product. The product is: [CH3:22][O:23][C:24]1[CH:29]=[CH:28][C:27]([C:30]2[O:2][N:1]=[C:4]3[CH:9]=[CH:8][C:7]([C:10]4[N:14]([C:15]5[CH:16]=[CH:17][C:18]([CH3:21])=[CH:19][CH:20]=5)[N:13]=[CH:12][CH:11]=4)=[CH:6][C:5]=23)=[CH:26][CH:25]=1. (5) Given the reactants [Cl:1][C:2]1[C:11]2[C:10]([C:12]3[CH:18]=[CH:17][C:15]([NH2:16])=[CH:14][CH:13]=3)=[CH:9][CH:8]=[CH:7][C:6]=2[N:5]=[C:4]2[CH:19]=[N:20][N:21]([CH3:22])[C:3]=12.C(=O)([O-])[OH:24].[Na+], predict the reaction product. The product is: [ClH:1].[NH2:16][C:15]1[CH:17]=[CH:18][C:12]([C:10]2[C:11]3[C:2](=[O:24])[C:3]4[N:21]([CH3:22])[N:20]=[CH:19][C:4]=4[NH:5][C:6]=3[CH:7]=[CH:8][CH:9]=2)=[CH:13][CH:14]=1. (6) Given the reactants [N:1]1[CH:6]=[CH:5][C:4]([N:7]2[CH2:12][CH2:11][CH:10]([CH2:13][N:14]3[CH2:19][CH2:18][NH:17][CH2:16][C:15]3=[O:20])[CH2:9][CH2:8]2)=[CH:3][CH:2]=1.C(=O)(O)[O-].[Na+].C(OCC)(=O)C.[I:32][C:33]1[CH:38]=[CH:37][C:36]([S:39](Cl)(=[O:41])=[O:40])=[CH:35][CH:34]=1, predict the reaction product. The product is: [I:32][C:33]1[CH:38]=[CH:37][C:36]([S:39]([N:17]2[CH2:18][CH2:19][N:14]([CH2:13][CH:10]3[CH2:11][CH2:12][N:7]([C:4]4[CH:5]=[CH:6][N:1]=[CH:2][CH:3]=4)[CH2:8][CH2:9]3)[C:15](=[O:20])[CH2:16]2)(=[O:41])=[O:40])=[CH:35][CH:34]=1. (7) Given the reactants [NH:1]1[C:9]2[CH:8]=[CH:7][CH:6]=[C:5]([OH:10])[C:4]=2[CH:3]=[N:2]1.[N+:11]([C:14]1[CH:39]=[CH:38][C:17](C(O[C@H]2CC[C@@H](N3C(=O)C4C(=CC=CC=4)C3=O)CC2)=O)=[CH:16][CH:15]=1)([O-])=O.O[C@@H]1CC[C@H](N2C(=O)C3C(=CC=CC=3)C2=O)CC1.C1(P(C2C=CC=CC=2)C2C=CC=CC=2)C=CC=CC=1.N(C(OCC1C=CC=CC=1)=O)=NC(OCC1C=CC=CC=1)=O.ClCCl, predict the reaction product. The product is: [NH:1]1[C:9]2[C:4](=[C:5]([O:10][C@H:17]3[CH2:38][CH2:39][C@H:14]([NH2:11])[CH2:15][CH2:16]3)[CH:6]=[CH:7][CH:8]=2)[CH:3]=[N:2]1. (8) The product is: [C:2]([C:7]1[O:11][C:10]([CH2:12][N:13]2[CH:17]=[CH:16][C:15]([NH:18][C:32]([C:28]3[N:29]=[CH:30][S:31][C:27]=3[C:23]3[CH:24]=[CH:25][CH:26]=[C:21]([C:20]([F:36])([F:19])[F:35])[CH:22]=3)=[O:33])=[N:14]2)=[CH:9][CH:8]=1)(=[O:6])[CH3:1]. Given the reactants [CH3:1][C:2]1([C:7]2[O:11][C:10]([CH2:12][N:13]3[CH:17]=[CH:16][C:15]([NH2:18])=[N:14]3)=[CH:9][CH:8]=2)[O:6]CCO1.[F:19][C:20]([F:36])([F:35])[C:21]1[CH:22]=[C:23]([C:27]2[S:31][CH:30]=[N:29][C:28]=2[C:32](O)=[O:33])[CH:24]=[CH:25][CH:26]=1, predict the reaction product. (9) Given the reactants [CH:1]1([C:6]2[C:7]3[CH:14]=[CH:13][NH:12][C:8]=3[N:9]=[CH:10][N:11]=2)[CH2:5][CH2:4][CH2:3][CH2:2]1.[I:15]N1C(=O)CCC1=O, predict the reaction product. The product is: [CH:1]1([C:6]2[C:7]3[C:14]([I:15])=[CH:13][NH:12][C:8]=3[N:9]=[CH:10][N:11]=2)[CH2:2][CH2:3][CH2:4][CH2:5]1.